From a dataset of NCI-60 drug combinations with 297,098 pairs across 59 cell lines. Regression. Given two drug SMILES strings and cell line genomic features, predict the synergy score measuring deviation from expected non-interaction effect. (1) Drug 1: CC(C)(C#N)C1=CC(=CC(=C1)CN2C=NC=N2)C(C)(C)C#N. Drug 2: CCN(CC)CCCC(C)NC1=C2C=C(C=CC2=NC3=C1C=CC(=C3)Cl)OC. Cell line: HL-60(TB). Synergy scores: CSS=24.2, Synergy_ZIP=0.499, Synergy_Bliss=4.92, Synergy_Loewe=9.71, Synergy_HSA=7.02. (2) Drug 1: CC1=C(C=C(C=C1)NC2=NC=CC(=N2)N(C)C3=CC4=NN(C(=C4C=C3)C)C)S(=O)(=O)N.Cl. Drug 2: C1CC(C1)(C(=O)O)C(=O)O.[NH2-].[NH2-].[Pt+2]. Cell line: NCI-H322M. Synergy scores: CSS=-0.0175, Synergy_ZIP=-0.718, Synergy_Bliss=3.26, Synergy_Loewe=0.501, Synergy_HSA=0.949.